The task is: Predict the reactants needed to synthesize the given product.. This data is from Full USPTO retrosynthesis dataset with 1.9M reactions from patents (1976-2016). (1) Given the product [Br:1][C:2]1[CH:7]=[CH:6][C:5]([S:8]([NH:13][CH3:12])(=[O:10])=[O:9])=[CH:4][CH:3]=1, predict the reactants needed to synthesize it. The reactants are: [Br:1][C:2]1[CH:7]=[CH:6][C:5]([S:8](Cl)(=[O:10])=[O:9])=[CH:4][CH:3]=1.[CH3:12][NH2:13]. (2) Given the product [CH2:8]([N:5]1[CH2:6][CH2:7][CH:2]([NH:1][C:16]([NH:15][CH2:18][C:19]([O:21][CH2:22][CH3:23])=[O:20])=[O:17])[CH2:3][CH2:4]1)[C:9]1[CH:14]=[CH:13][CH:12]=[CH:11][CH:10]=1, predict the reactants needed to synthesize it. The reactants are: [NH2:1][CH:2]1[CH2:7][CH2:6][N:5]([CH2:8][C:9]2[CH:14]=[CH:13][CH:12]=[CH:11][CH:10]=2)[CH2:4][CH2:3]1.[N:15]([CH2:18][C:19]([O:21][CH2:22][CH3:23])=[O:20])=[C:16]=[O:17]. (3) Given the product [CH3:1][O:2][C:3]([C:5]1[S:9][C:8]2[CH:10]=[C:11]([C:14]([OH:16])=[O:15])[CH:12]=[CH:13][C:7]=2[C:6]=1[O:21][CH2:22][C:23]([O:25][CH3:26])=[O:24])=[O:4], predict the reactants needed to synthesize it. The reactants are: [CH3:1][O:2][C:3]([C:5]1[S:9][C:8]2[CH:10]=[C:11]([C:14]([O:16]C(C)(C)C)=[O:15])[CH:12]=[CH:13][C:7]=2[C:6]=1[O:21][CH2:22][C:23]([O:25][CH3:26])=[O:24])=[O:4].FC(F)(F)C(O)=O. (4) Given the product [C:1]([C:3]1[CH:10]=[CH:9][CH:8]=[CH:7][C:4]=1[CH2:5][NH:19][C@@H:17]([C:11]1[CH:16]=[CH:15][CH:14]=[CH:13][CH:12]=1)[CH3:18])#[CH:2], predict the reactants needed to synthesize it. The reactants are: [C:1]([C:3]1[CH:10]=[CH:9][CH:8]=[CH:7][C:4]=1[CH:5]=O)#[CH:2].[C:11]1([C@H:17]([NH2:19])[CH3:18])[CH:16]=[CH:15][CH:14]=[CH:13][CH:12]=1. (5) Given the product [Br:1][C:2]1[CH:3]=[CH:4][C:5]([N:10]2[CH2:15][CH2:14][CH2:13][CH2:12][CH:11]2[CH2:16][CH3:17])=[C:6]([CH2:7][OH:8])[CH:9]=1, predict the reactants needed to synthesize it. The reactants are: [Br:1][C:2]1[CH:3]=[CH:4][C:5]([N:10]2[CH2:15][CH2:14][CH2:13][CH2:12][CH:11]2[CH2:16][CH3:17])=[C:6]([CH:9]=1)[CH:7]=[O:8].[BH4-].[Na+].